This data is from Reaction yield outcomes from USPTO patents with 853,638 reactions. The task is: Predict the reaction yield, written as a fraction of the theoretical maximum amount of product (1.0 means a 100% yield; for example, 0.34 means a 34% yield). (1) The reactants are [F:1][CH:2]([F:15])[O:3][C:4]1[CH:11]=[CH:10][CH:9]=[C:8]([N+:12]([O-])=O)[C:5]=1[C:6]#[N:7].[Sn](Cl)Cl.Cl.[OH-].[Na+]. The catalyst is C(O)(C)C.O. The product is [NH2:12][C:8]1[CH:9]=[CH:10][CH:11]=[C:4]([O:3][CH:2]([F:1])[F:15])[C:5]=1[C:6]#[N:7]. The yield is 0.930. (2) The product is [CH:33]1([C:22]2[CH:23]=[C:24]([OH:25])[C:19](=[O:18])[NH:20][N:21]=2)[CH2:35][CH2:34]1. The yield is 0.350. The reactants are C(C1C=C(O)C(=O)NN=1)C.C([O:18][C:19]1[N:20]=[N:21][C:22]([CH:33]2[CH2:35][CH2:34]2)=[CH:23][C:24]=1[O:25]CC1C=CC=CC=1)C1C=CC=CC=1. The catalyst is CO. (3) The reactants are [CH3:1][N:2]([CH3:52])[CH2:3][C:4]([NH:6][C:7]1[CH:12]=[CH:11][CH:10]=[C:9]([C:13]2[C:21]3[C:16](=[CH:17][CH:18]=[C:19]([C:22]4[N:26]=[CH:25][N:24](C(C5C=CC=CC=5)(C5C=CC=CC=5)C5C=CC=CC=5)[N:23]=4)[CH:20]=3)[N:15](C3CCCCO3)[N:14]=2)[CH:8]=1)=[O:5]. The catalyst is Cl.O1CCOCC1. The product is [NH:24]1[CH:25]=[N:26][C:22]([C:19]2[CH:20]=[C:21]3[C:16](=[CH:17][CH:18]=2)[NH:15][N:14]=[C:13]3[C:9]2[CH:8]=[C:7]([NH:6][C:4](=[O:5])[CH2:3][N:2]([CH3:1])[CH3:52])[CH:12]=[CH:11][CH:10]=2)=[N:23]1. The yield is 0.130. (4) The reactants are [O:1]1[CH2:5][CH2:4][O:3][CH:2]1[CH2:6][CH2:7]/[C:8](/[CH3:16])=[CH:9]/[CH:10]=[CH:11]/[CH2:12][CH2:13][CH2:14][OH:15].C(N(CC)CC)C.[CH3:24][S:25](Cl)(=[O:27])=[O:26]. No catalyst specified. The product is [O:1]1[CH2:5][CH2:4][O:3][CH:2]1[CH2:6][CH2:7]/[C:8](/[CH3:16])=[CH:9]/[CH:10]=[CH:11]/[CH2:12][CH2:13][CH2:14][O:15][S:25]([CH3:24])(=[O:27])=[O:26]. The yield is 0.890. (5) The reactants are [CH3:1][C:2]1[C:6]([CH2:7][N:8]2[CH:12]=[C:11]([N:13]3[C:17](=[O:18])[CH2:16][NH:15][C:14]3=[O:19])[CH:10]=[N:9]2)=[C:5]([CH3:20])[O:4][N:3]=1.Br[CH2:22][C:23]1[CH:27]=[CH:26][N:25]([CH3:28])[N:24]=1. No catalyst specified. The product is [CH3:1][C:2]1[C:6]([CH2:7][N:8]2[CH:12]=[C:11]([N:13]3[C:17](=[O:18])[CH2:16][N:15]([CH2:22][C:23]4[CH:27]=[CH:26][N:25]([CH3:28])[N:24]=4)[C:14]3=[O:19])[CH:10]=[N:9]2)=[C:5]([CH3:20])[O:4][N:3]=1. The yield is 0.190. (6) The reactants are [F:1][C:2]1[CH:3]=[C:4]([OH:11])[CH:5]=[CH:6][C:7]=1[N+:8]([O-])=O. The catalyst is C(OCC)(=O)C. The product is [NH2:8][C:7]1[CH:6]=[CH:5][C:4]([OH:11])=[CH:3][C:2]=1[F:1]. The yield is 0.970.